Dataset: Reaction yield outcomes from USPTO patents with 853,638 reactions. Task: Predict the reaction yield, written as a fraction of the theoretical maximum amount of product (1.0 means a 100% yield; for example, 0.34 means a 34% yield). (1) The reactants are Br[CH2:2][C:3](=O)[CH2:4][O:5][CH3:6].Cl.[C:9]([C:12]1[C:13]([CH:23]2[CH2:26][CH2:25][CH2:24]2)=[CH:14][C:15]([CH3:22])=[C:16]([CH:21]=1)[C:17]([O:19][CH3:20])=[O:18])(=[NH:11])[NH2:10].C(=O)([O-])[O-].[K+].[K+]. The catalyst is CC#N. The product is [CH:23]1([C:13]2[C:12]([C:9]3[NH:10][C:3]([CH2:4][O:5][CH3:6])=[CH:2][N:11]=3)=[CH:21][C:16]([C:17]([O:19][CH3:20])=[O:18])=[C:15]([CH3:22])[CH:14]=2)[CH2:24][CH2:25][CH2:26]1. The yield is 0.240. (2) The reactants are [F:1][C:2]1[CH:20]=[C:19]([N+:21]([O-])=O)[CH:18]=[CH:17][C:3]=1[O:4][C:5]1[N:10]=[CH:9][N:8]=[C:7]([NH:11][C:12](=[O:16])[N:13]([CH3:15])[CH3:14])[CH:6]=1.[Cl-].[NH4+].C(OCC)(=O)C.O1CCCC1.CCCCCC. The catalyst is C(O)C.O.C(OCC)C.[Fe]. The product is [NH2:21][C:19]1[CH:18]=[CH:17][C:3]([O:4][C:5]2[N:10]=[CH:9][N:8]=[C:7]([NH:11][C:12](=[O:16])[N:13]([CH3:15])[CH3:14])[CH:6]=2)=[C:2]([F:1])[CH:20]=1. The yield is 0.834. (3) The reactants are [N:1]1[S:2][N:3]=[C:4]2[CH:9]=[C:8]([C:10]3[O:14][C:13]([CH3:16])([CH3:15])[C:12](=[O:17])[CH:11]=3)[CH:7]=[CH:6][C:5]=12.C1C(=O)N([Br:25])C(=O)C1. The catalyst is C(Cl)(Cl)Cl.C(Cl)Cl. The product is [N:1]1[S:2][N:3]=[C:4]2[CH:9]=[C:8]([C:10]3[O:14][C:13]([CH3:15])([CH3:16])[C:12](=[O:17])[C:11]=3[Br:25])[CH:7]=[CH:6][C:5]=12. The yield is 0.690. (4) The reactants are NC1N(C2C=CC(OC)=CC=2)C(C2C=CC=C(NS(C)(=O)=O)C=2)[N:5]=[C:4]2[O:27]C=C[C:3]=12.C(O[C:34](=[O:36])[CH3:35])(=O)C.[C:37]1(C)[CH:42]=[CH:41][CH:40]=[CH:39][CH:38]=1. No catalyst specified. The product is [C:4]([NH:5][C:37]1[CH:38]=[CH:39][C:40]([C:34](=[O:36])[CH3:35])=[CH:41][CH:42]=1)(=[O:27])[CH3:3]. The yield is 0.960. (5) The reactants are [CH3:1][N:2]1[C:7](=[O:8])[C:6]([NH:9][C:10]2[CH:19]=[C:13]3[CH2:14][N:15]([CH3:18])[CH2:16][CH2:17][N:12]3[N:11]=2)=[CH:5][C:4]([C:20]2[CH:25]=[CH:24][N:23]=[C:22]([N:26]3[C:38](=[O:39])[C:37]4[N:29]([C:30]5[C@H:31]6[CH2:40][C@@H:34]([C:35]=5[CH:36]=4)[CH2:33][CH2:32]6)[CH2:28][CH2:27]3)[C:21]=2[CH:41]=[O:42])=[CH:3]1.[BH4-].[Na+]. The catalyst is CO. The product is [OH:42][CH2:41][C:21]1[C:22]([N:26]2[CH2:27][CH2:28][N:29]3[C:30]4[CH:31]5[CH2:40][CH:34]([C:35]=4[CH:36]=[C:37]3[C:38]2=[O:39])[CH2:33][CH2:32]5)=[N:23][CH:24]=[CH:25][C:20]=1[C:4]1[CH:5]=[C:6]([NH:9][C:10]2[CH:19]=[C:13]3[CH2:14][N:15]([CH3:18])[CH2:16][CH2:17][N:12]3[N:11]=2)[C:7](=[O:8])[N:2]([CH3:1])[CH:3]=1. The yield is 0.750. (6) The reactants are [NH2:1][C:2]1[CH:3]=[CH:4][CH:5]=[C:6]2[C:10]=1[N:9]([CH2:11][O:12][CH3:13])[C:8]([C:14]([O:16][CH2:17][CH3:18])=[O:15])=[CH:7]2.[S:19]1[CH:23]=[CH:22][CH:21]=[C:20]1[S:24](Cl)(=[O:26])=[O:25]. The catalyst is N1C=CC=CC=1. The product is [CH3:13][O:12][CH2:11][N:9]1[C:10]2[C:6](=[CH:5][CH:4]=[CH:3][C:2]=2[NH:1][S:24]([C:20]2[S:19][CH:23]=[CH:22][CH:21]=2)(=[O:26])=[O:25])[CH:7]=[C:8]1[C:14]([O:16][CH2:17][CH3:18])=[O:15]. The yield is 0.930. (7) The reactants are Cl[CH2:2][C:3]1[CH:7]=[C:6]([CH3:8])[O:5][N:4]=1.[N-:9]=[N+:10]=[N-:11].[Na+]. The catalyst is CN(C=O)C.O. The product is [N:9]([CH2:2][C:3]1[CH:7]=[C:6]([CH3:8])[O:5][N:4]=1)=[N+:10]=[N-:11]. The yield is 0.730. (8) The reactants are C1([C@@H](N[C:10](=[O:19])[CH2:11][C@H:12]([CH2:17][OH:18])[CH2:13][CH2:14][CH2:15][CH3:16])C)C=CC=CC=1. The catalyst is OS(O)(=O)=O.O1CCOCC1. The product is [CH2:13]([C@H:12]1[CH2:17][O:18][C:10](=[O:19])[CH2:11]1)[CH2:14][CH2:15][CH3:16]. The yield is 0.780. (9) The reactants are [CH:1]([C@H:14]1[O:19][CH2:18][C@@H:17]([NH2:20])[CH2:16][CH2:15]1)([C:8]1[CH:13]=[CH:12][CH:11]=[CH:10][CH:9]=1)[C:2]1[CH:7]=[CH:6][CH:5]=[CH:4][CH:3]=1.[F:21][C:22]1[CH:29]=[CH:28][C:25]([CH:26]=O)=[CH:24][CH:23]=1.C(O)(=O)C.[BH3-]C#N.[Na+]. The catalyst is ClCCCl.CO. The product is [CH:1]([C@H:14]1[O:19][CH2:18][C@@H:17]([NH:20][CH2:26][C:25]2[CH:28]=[CH:29][C:22]([F:21])=[CH:23][CH:24]=2)[CH2:16][CH2:15]1)([C:8]1[CH:13]=[CH:12][CH:11]=[CH:10][CH:9]=1)[C:2]1[CH:3]=[CH:4][CH:5]=[CH:6][CH:7]=1. The yield is 0.820.